This data is from Reaction yield outcomes from USPTO patents with 853,638 reactions. The task is: Predict the reaction yield, written as a fraction of the theoretical maximum amount of product (1.0 means a 100% yield; for example, 0.34 means a 34% yield). (1) The reactants are Cl[N:2]1[C:6](=O)[CH2:5][CH2:4][C:3]1=O.C[N:10]([CH:12]=[CH:13][C:14]([O:16][CH2:17][CH3:18])=[O:15])C.[CH2:19](N(CC)CC)C.Cl.CN([CH:30]=[O:31])C. The catalyst is C(Cl)(Cl)Cl. The product is [CH2:17]([O:16][C:14]([C:13]1[C:12]([C:6]2[CH:5]=[CH:4][CH:3]=[CH:19][N:2]=2)=[N:10][O:31][CH:30]=1)=[O:15])[CH3:18]. The yield is 0.660. (2) The reactants are [CH:1]1[N:9]2[C:4]([C:5]3([CH2:18][CH2:17][N:16]([C:19]([O:21][C:22]([CH3:25])([CH3:24])[CH3:23])=[O:20])[CH2:15][CH2:14]3)[O:6][C:7]3[CH:13]=[CH:12][CH:11]=[CH:10][C:8]=32)=[CH:3][CH:2]=1.ClS([N:30]=[C:31]=O)(=O)=O.CN(C=O)C. The catalyst is C1COCC1. The product is [C:31]([C:1]1[N:9]2[C:8]3[CH:10]=[CH:11][CH:12]=[CH:13][C:7]=3[O:6][C:5]3([CH2:18][CH2:17][N:16]([C:19]([O:21][C:22]([CH3:25])([CH3:24])[CH3:23])=[O:20])[CH2:15][CH2:14]3)[C:4]2=[CH:3][CH:2]=1)#[N:30]. The yield is 0.760. (3) The reactants are [F:1][C@H:2]1[C@H:7]([C:8]2[CH:13]=[CH:12][C:11]([OH:14])=[C:10]([F:15])[CH:9]=2)[CH2:6][CH2:5][N:4](C(OC(C)(C)C)=O)[CH2:3]1.Cl. The catalyst is O1CCOCC1. The product is [F:15][C:10]1[CH:9]=[C:8]([C@@H:7]2[CH2:6][CH2:5][NH:4][CH2:3][C@H:2]2[F:1])[CH:13]=[CH:12][C:11]=1[OH:14]. The yield is 1.00.